From a dataset of Forward reaction prediction with 1.9M reactions from USPTO patents (1976-2016). Predict the product of the given reaction. (1) Given the reactants NC1N=[C:9]2[C:5](N[CH:7]=[N:8]2)=[C:4](Cl)N=1.CC(OC1O[C@H](COC(C2C=CC=CC=2)=O)[C@@H](OC(C2C=CC=CC=2)=O)[C@H]1OC(C1C=CC=CC=1)=O)=O.[NH2:49][C:50]1[N:58]=[C:57]2[C:53]([N:54]=[CH:55][N:56]2[C@@H:59]2[O:81][C@H:80]([CH2:82][O:83]C(=O)C3C=CC=CC=3)[C@@H:70]([O:71]C(=O)C3C=CC=CC=3)[C@H:60]2[O:61]C(=O)C2C=CC=CC=2)=[C:52](Cl)[N:51]=1.N1CCCC1, predict the reaction product. The product is: [NH2:49][C:50]1[N:58]=[C:57]2[C:53]([N:54]=[CH:55][N:56]2[C@@H:59]2[O:81][C@H:80]([CH2:82][OH:83])[C@@H:70]([OH:71])[C@H:60]2[OH:61])=[C:52]([N:8]2[CH2:7][CH2:4][CH2:5][CH2:9]2)[N:51]=1. (2) Given the reactants [C:1]([O:5][C:6]([NH:8][C@@H:9]([C:12]1[CH:13]=[C:14]([C:18]2[CH:23]=[C:22]([C:24](=[O:36])[NH:25][C@@H:26]3[C:35]4[C:30](=[CH:31][CH:32]=[CH:33][CH:34]=4)[O:29][CH2:28][CH2:27]3)[CH:21]=[C:20]([CH2:37][O:38][C:39]3[CH:44]=[CH:43][CH:42]=[CH:41][C:40]=3[CH2:45][C:46]([O:48]C)=[O:47])[CH:19]=2)[CH:15]=[CH:16][CH:17]=1)[CH2:10][OH:11])=[O:7])([CH3:4])([CH3:3])[CH3:2].[Li+].[OH-].O, predict the reaction product. The product is: [C:1]([O:5][C:6]([NH:8][C@@H:9]([C:12]1[CH:13]=[C:14]([C:18]2[CH:23]=[C:22]([C:24](=[O:36])[NH:25][C@@H:26]3[C:35]4[C:30](=[CH:31][CH:32]=[CH:33][CH:34]=4)[O:29][CH2:28][CH2:27]3)[CH:21]=[C:20]([CH2:37][O:38][C:39]3[CH:44]=[CH:43][CH:42]=[CH:41][C:40]=3[CH2:45][C:46]([OH:48])=[O:47])[CH:19]=2)[CH:15]=[CH:16][CH:17]=1)[CH2:10][OH:11])=[O:7])([CH3:4])([CH3:2])[CH3:3]. (3) Given the reactants [CH:1]1([C:4]2[N:8]([C:9]3[CH:14]=[CH:13][CH:12]=[CH:11][C:10]=3[F:15])[N:7]=[N:6][C:5]=2[C:16]([OH:18])=O)[CH2:3][CH2:2]1.[F:19][C:20]1[CH:25]=[CH:24][CH:23]=[CH:22][C:21]=1[C:26](=[NH:29])[NH:27]O, predict the reaction product. The product is: [CH:1]1([C:4]2[N:8]([C:9]3[CH:14]=[CH:13][CH:12]=[CH:11][C:10]=3[F:15])[N:7]=[N:6][C:5]=2[C:16]2[O:18][N:29]=[C:26]([C:21]3[CH:22]=[CH:23][CH:24]=[CH:25][C:20]=3[F:19])[N:27]=2)[CH2:2][CH2:3]1. (4) Given the reactants Cl.[NH2:2][OH:3].[NH:4]1[C:12]2[C:7](=[CH:8][CH:9]=[CH:10][C:11]=2[CH:13]=O)[CH:6]=[CH:5]1, predict the reaction product. The product is: [NH:4]1[C:12]2[C:7](=[CH:8][CH:9]=[CH:10][C:11]=2[CH:13]=[N:2][OH:3])[CH:6]=[CH:5]1. (5) Given the reactants CS(O[C@@H:6]1[C@@H:11]([CH3:12])[CH2:10][C@@H:9]([C:13]2[CH:18]=[CH:17][N:16]=[CH:15][C:14]=2[NH:19]C(OC(C)(C)C)=O)[CH2:8][C@H:7]1[NH:27][C:28]([O:30][C:31]([CH3:34])([CH3:33])[CH3:32])=[O:29])(=O)=O.[C-:35]#[N:36].[Na+].C(O)(C(F)(F)F)=O.CC(OC(OC(OC(C)(C)C)=O)=O)(C)C, predict the reaction product. The product is: [NH2:19][C:14]1[CH:15]=[N:16][CH:17]=[CH:18][C:13]=1[C@H:9]1[CH2:8][C@@H:7]([NH:27][C:28](=[O:29])[O:30][C:31]([CH3:33])([CH3:34])[CH3:32])[C@@H:6]([C:35]#[N:36])[C@@H:11]([CH3:12])[CH2:10]1. (6) Given the reactants [Si:1]([O:8][CH2:9][CH2:10][NH:11][C:12]1[CH:17]=[CH:16][C:15]([NH:18][C:19](=[O:36])[C:20]2[CH:25]=[CH:24][N:23]=[CH:22][C:21]=2[NH:26][C:27](=[O:35])[C:28]2[CH:33]=[CH:32][C:31]([Cl:34])=[CH:30][CH:29]=2)=[CH:14][CH:13]=1)([C:4]([CH3:7])([CH3:6])[CH3:5])([CH3:3])[CH3:2].[N:37]#[C:38]Br.C(=O)(O)[O-].[Na+], predict the reaction product. The product is: [Si:1]([O:8][CH2:9][CH2:10][N:11]([C:38]#[N:37])[C:12]1[CH:13]=[CH:14][C:15]([NH:18][C:19](=[O:36])[C:20]2[CH:25]=[CH:24][N:23]=[CH:22][C:21]=2[NH:26][C:27](=[O:35])[C:28]2[CH:33]=[CH:32][C:31]([Cl:34])=[CH:30][CH:29]=2)=[CH:16][CH:17]=1)([C:4]([CH3:7])([CH3:6])[CH3:5])([CH3:3])[CH3:2]. (7) Given the reactants [NH:1]1[C:5]2C=CC=[CH:9][C:4]=2[N:3]=N1.[CH:10]([C:12]1[CH:13]=[C:14]([CH:22]=[CH:23][CH:24]=1)[C:15]([N:17]([CH2:20][CH3:21])[CH2:18][CH3:19])=[O:16])=O.[C:25]1([Mg]Br)[CH:30]=[CH:29][CH:28]=[CH:27][CH:26]=1, predict the reaction product. The product is: [CH2:24]([N:3]1[C@H:4]([CH3:9])[CH2:5][N:1]([C@@H:10]([C:12]2[CH:13]=[C:14]([CH:22]=[CH:23][CH:24]=2)[C:15]([N:17]([CH2:20][CH3:21])[CH2:18][CH3:19])=[O:16])[C:25]2[CH:30]=[CH:29][CH:28]=[CH:27][CH:26]=2)[C@@H:14]([CH3:15])[CH2:13]1)[CH:12]=[CH2:10].